This data is from Catalyst prediction with 721,799 reactions and 888 catalyst types from USPTO. The task is: Predict which catalyst facilitates the given reaction. Reactant: [CH2:1]([N:3]([CH:14]1[CH2:19][CH2:18][O:17][CH2:16][CH2:15]1)[C:4]1[S:8][CH:7]=[C:6]([C:9]([O:11][CH3:12])=[O:10])[C:5]=1[CH3:13])[CH3:2].C1C(=O)N([Cl:27])C(=O)C1.C([O-])([O-])=O.[Na+].[Na+]. Product: [Cl:27][C:7]1[S:8][C:4]([N:3]([CH2:1][CH3:2])[CH:14]2[CH2:19][CH2:18][O:17][CH2:16][CH2:15]2)=[C:5]([CH3:13])[C:6]=1[C:9]([O:11][CH3:12])=[O:10]. The catalyst class is: 18.